Dataset: Full USPTO retrosynthesis dataset with 1.9M reactions from patents (1976-2016). Task: Predict the reactants needed to synthesize the given product. (1) The reactants are: Br[C:2]1[N:3]=[CH:4][C:5]([NH2:15])=[N:6][C:7]=1[C:8]1[CH:13]=[CH:12][N:11]=[CH:10][C:9]=1[Cl:14].[F:16][C:17]([F:28])([F:27])[C:18]1[CH:23]=[CH:22][C:21](B(O)O)=[CH:20][CH:19]=1.C([O-])([O-])=O.[K+].[K+]. Given the product [Cl:14][C:9]1[CH:10]=[N:11][CH:12]=[CH:13][C:8]=1[C:7]1[N:6]=[C:5]([NH2:15])[CH:4]=[N:3][C:2]=1[C:21]1[CH:22]=[CH:23][C:18]([C:17]([F:28])([F:27])[F:16])=[CH:19][CH:20]=1, predict the reactants needed to synthesize it. (2) Given the product [CH2:18]([S:20]([O:6][CH2:5][CH2:4][CH2:3][CH2:2][N:1]1[C:7](=[O:17])[C:8]2[C:9](=[CH:13][CH:14]=[CH:15][CH:16]=2)[C:10]1=[O:12])(=[O:22])=[O:21])[CH3:19], predict the reactants needed to synthesize it. The reactants are: [NH2:1][CH2:2][CH2:3][CH2:4][CH2:5][OH:6].[C:7]1(=[O:17])[O:12][C:10](=O)[C:9]2=[CH:13][CH:14]=[CH:15][CH:16]=[C:8]12.[CH2:18]([S:20](Cl)(=[O:22])=[O:21])[CH3:19]. (3) Given the product [Br:20][C:8]1[CH:7]=[CH:6][C:5]([C:1]([CH3:4])([CH3:2])[CH3:3])=[C:14]2[C:9]=1[CH:10]=[CH:11][C:12]([CH2:15][O:16][SiH:17]([CH3:19])[CH3:18])=[N:13]2, predict the reactants needed to synthesize it. The reactants are: [C:1]([C:5]1[CH:6]=[CH:7][CH:8]=[C:9]2[C:14]=1[N:13]=[C:12]([CH2:15][O:16][SiH:17]([CH3:19])[CH3:18])[CH:11]=[CH:10]2)([CH3:4])([CH3:3])[CH3:2].[Br:20]Br.C(OC(=O)C)C. (4) Given the product [Br:1][CH:2]=[C:3]1[CH2:8][CH2:7][N:6]([C:9]([O:11][C:12]([CH3:15])([CH3:14])[CH3:13])=[O:10])[CH2:5][CH2:4]1, predict the reactants needed to synthesize it. The reactants are: [Br:1][C:2](Br)=[C:3]1[CH2:8][CH2:7][N:6]([C:9]([O:11][C:12]([CH3:15])([CH3:14])[CH3:13])=[O:10])[CH2:5][CH2:4]1.C1COCC1.[Cl-].[NH4+]. (5) Given the product [C:1]1([C:7]2[N:11]=[C:10]([CH2:12][CH2:13][NH2:14])[NH:9][N:8]=2)[CH:2]=[CH:3][CH:4]=[CH:5][CH:6]=1, predict the reactants needed to synthesize it. The reactants are: [C:1]1([C:7]2[N:11]=[C:10]([CH2:12][C:13]#[N:14])[NH:9][N:8]=2)[CH:6]=[CH:5][CH:4]=[CH:3][CH:2]=1. (6) Given the product [CH3:1][N:2]([CH3:3])[C:14]1[CH:13]=[C:12]2[C:7]([C:8](=[O:29])[C:9]([C:27]#[N:28])=[CH:10][N:11]2[CH2:16][C:17]2[CH:22]=[CH:21][C:20]([C:23]([F:26])([F:25])[F:24])=[CH:19][CH:18]=2)=[CH:6][C:5]=1[F:4], predict the reactants needed to synthesize it. The reactants are: [CH3:1][NH:2][CH3:3].[F:4][C:5]1[CH:6]=[C:7]2[C:12](=[CH:13][C:14]=1F)[N:11]([CH2:16][C:17]1[CH:22]=[CH:21][C:20]([C:23]([F:26])([F:25])[F:24])=[CH:19][CH:18]=1)[CH:10]=[C:9]([C:27]#[N:28])[C:8]2=[O:29]. (7) Given the product [OH:19][CH2:18][CH2:17][O:16][CH2:15][CH2:14][O:1][C:2]1[CH:3]=[CH:4][C:5]([C:8](=[O:12])[CH2:9][CH2:10][CH3:11])=[CH:6][CH:7]=1, predict the reactants needed to synthesize it. The reactants are: [OH:1][C:2]1[CH:7]=[CH:6][C:5]([C:8](=[O:12])[CH2:9][CH2:10][CH3:11])=[CH:4][CH:3]=1.Cl[CH2:14][CH2:15][O:16][CH2:17][CH2:18][OH:19].C([O-])([O-])=O.[K+].[K+]. (8) Given the product [C:9]([O:13][C:14](=[O:28])[N:15]([CH2:17][CH2:18][C:19]1[CH:24]=[CH:23][C:22]([Cl:25])=[C:21]([CH:26]=[O:27])[CH:20]=1)[CH3:16])([CH3:12])([CH3:10])[CH3:11], predict the reactants needed to synthesize it. The reactants are: C[N+]1([O-])CCOCC1.[C:9]([O:13][C:14](=[O:28])[N:15]([CH2:17][CH2:18][C:19]1[CH:24]=[CH:23][C:22]([Cl:25])=[C:21]([CH2:26][OH:27])[CH:20]=1)[CH3:16])([CH3:12])([CH3:11])[CH3:10].C([N+](CCC)(CCC)CCC)CC. (9) The reactants are: [CH3:1][C:2]([CH3:21])([CH3:20])[C:3]([C:5]1[N:9]([CH2:10][C:11]([OH:13])=O)[C:8]2[CH:14]=[CH:15][C:16]([O:18][CH3:19])=[CH:17][C:7]=2[N:6]=1)=[O:4].C1C=CC2N(O)N=NC=2C=1.[CH2:32]([NH:36][CH2:37][CH2:38][CH2:39][CH3:40])[CH2:33][CH2:34][CH3:35].CCN(C(C)C)C(C)C. Given the product [CH2:32]([N:36]([CH2:37][CH2:38][CH2:39][CH3:40])[C:11](=[O:13])[CH2:10][N:9]1[C:8]2[CH:14]=[CH:15][C:16]([O:18][CH3:19])=[CH:17][C:7]=2[N:6]=[C:5]1[C:3](=[O:4])[C:2]([CH3:20])([CH3:1])[CH3:21])[CH2:33][CH2:34][CH3:35], predict the reactants needed to synthesize it. (10) Given the product [F:1][C:2]1[CH:7]=[C:6]([S:8]([CH3:11])(=[O:10])=[O:9])[CH:5]=[CH:4][C:3]=1[NH:12][C@H:13]1[CH2:18][CH2:17][CH2:16][N:15]([CH:19]2[CH2:20][CH2:21][NH:22][CH2:23][CH2:24]2)[C:14]1=[O:32], predict the reactants needed to synthesize it. The reactants are: [F:1][C:2]1[CH:7]=[C:6]([S:8]([CH3:11])(=[O:10])=[O:9])[CH:5]=[CH:4][C:3]=1[NH:12][C@H:13]1[CH2:18][CH2:17][CH2:16][N:15]([CH:19]2[CH2:24][CH2:23][N:22](C(OC(C)(C)C)=O)[CH2:21][CH2:20]2)[C:14]1=[O:32].FC(F)(F)C(O)=O.